Predict the product of the given reaction. From a dataset of Forward reaction prediction with 1.9M reactions from USPTO patents (1976-2016). Given the reactants [OH-].[Na+].Cl[CH2:4][C:5]([NH2:7])=[O:6].CN(C)C=O.[CH3:13][N:14]([CH3:24])[C:15]1[CH:20]=[CH:19][NH:18][C:17](=[S:21])[C:16]=1[C:22]#[N:23], predict the reaction product. The product is: [NH2:23][C:22]1[C:16]2[C:17](=[N:18][CH:19]=[CH:20][C:15]=2[N:14]([CH3:24])[CH3:13])[S:21][C:4]=1[C:5]([NH2:7])=[O:6].